This data is from Full USPTO retrosynthesis dataset with 1.9M reactions from patents (1976-2016). The task is: Predict the reactants needed to synthesize the given product. (1) Given the product [CH3:19][O:20][C:21](=[O:22])/[C:23](/[NH:24][C:25]([O:27][CH2:28][C:29]1[CH:34]=[CH:33][CH:32]=[CH:31][CH:30]=1)=[O:26])=[CH:14]/[C:13]1[CH:16]=[C:9]([O:8][CH2:1][C:2]2[CH:7]=[CH:6][CH:5]=[CH:4][CH:3]=2)[C:10]([CH3:18])=[CH:11][C:12]=1[Br:17], predict the reactants needed to synthesize it. The reactants are: [CH2:1]([O:8][C:9]1[C:10]([CH3:18])=[CH:11][C:12]([Br:17])=[C:13]([CH:16]=1)[CH:14]=O)[C:2]1[CH:7]=[CH:6][CH:5]=[CH:4][CH:3]=1.[CH3:19][O:20][C:21]([CH:23](P(OC)(OC)=O)[NH:24][C:25]([O:27][CH2:28][C:29]1[CH:34]=[CH:33][CH:32]=[CH:31][CH:30]=1)=[O:26])=[O:22].CN(C)C(N(C)C)=N.Cl. (2) Given the product [F:32][C:29]1[CH:30]=[CH:31][C:26]([NH:1][CH2:2][C@@H:3]2[C@H:8]([CH3:9])[CH2:7][CH2:6][CH2:5][N:4]2[C:10]([C:12]2[CH:17]=[C:16]([CH3:18])[CH:15]=[CH:14][C:13]=2[N:19]2[N:23]=[C:22]([CH3:24])[CH:21]=[N:20]2)=[O:11])=[N:27][CH:28]=1, predict the reactants needed to synthesize it. The reactants are: [NH2:1][CH2:2][C@@H:3]1[C@H:8]([CH3:9])[CH2:7][CH2:6][CH2:5][N:4]1[C:10]([C:12]1[CH:17]=[C:16]([CH3:18])[CH:15]=[CH:14][C:13]=1[N:19]1[N:23]=[C:22]([CH3:24])[CH:21]=[N:20]1)=[O:11].Br[C:26]1[CH:31]=[CH:30][C:29]([F:32])=[CH:28][N:27]=1. (3) Given the product [CH:12]1([O:17][C:18]2[C:19]([O:47][CH3:48])=[CH:20][CH:21]=[C:22]3[C:27]=2[N:26]([CH2:28][CH2:29][OH:30])[C:25](=[O:37])[CH:24]=[C:23]3[NH:38][C:39]2[C:40]([Cl:46])=[CH:41][N:42]=[CH:43][C:44]=2[Cl:45])[CH2:16][CH2:15][CH2:14][CH2:13]1, predict the reactants needed to synthesize it. The reactants are: C1(C)C=CC(S(O)(=O)=O)=CC=1.[CH:12]1([O:17][C:18]2[C:19]([O:47][CH3:48])=[CH:20][CH:21]=[C:22]3[C:27]=2[N:26]([CH2:28][CH2:29][O:30]C2CCCCO2)[C:25](=[O:37])[CH:24]=[C:23]3[NH:38][C:39]2[C:44]([Cl:45])=[CH:43][N:42]=[CH:41][C:40]=2[Cl:46])[CH2:16][CH2:15][CH2:14][CH2:13]1. (4) Given the product [CH2:8]([O:15][C:16](=[O:48])[NH:17][CH2:18][C:19]1[CH:24]=[CH:23][C:22]([C:25]([NH:27][C:28]2[C:33]([NH2:34])=[CH:32][CH:31]=[C:30]([C:42]3[CH:43]=[CH:44][CH:45]=[CH:46][CH:47]=3)[N:29]=2)=[O:26])=[CH:21][CH:20]=1)[C:9]1[CH:14]=[CH:13][CH:12]=[CH:11][CH:10]=1, predict the reactants needed to synthesize it. The reactants are: C(O)(C(F)(F)F)=O.[CH2:8]([O:15][C:16](=[O:48])[NH:17][CH2:18][C:19]1[CH:24]=[CH:23][C:22]([C:25]([NH:27][C:28]2[C:33]([NH:34]C(OC(C)(C)C)=O)=[CH:32][CH:31]=[C:30]([C:42]3[CH:47]=[CH:46][CH:45]=[CH:44][CH:43]=3)[N:29]=2)=[O:26])=[CH:21][CH:20]=1)[C:9]1[CH:14]=[CH:13][CH:12]=[CH:11][CH:10]=1. (5) Given the product [Cl:1][C:2]1[CH:3]=[C:4]([CH:8]([C:9]([C:11]2[CH:12]=[CH:13][C:14]([Cl:17])=[CH:15][CH:16]=2)=[O:10])[CH2:20][CH2:19][C:18]([O:22][CH3:23])=[O:21])[CH:5]=[CH:6][CH:7]=1, predict the reactants needed to synthesize it. The reactants are: [Cl:1][C:2]1[CH:3]=[C:4]([CH2:8][C:9]([C:11]2[CH:16]=[CH:15][C:14]([Cl:17])=[CH:13][CH:12]=2)=[O:10])[CH:5]=[CH:6][CH:7]=1.[C:18]([O:22][CH3:23])(=[O:21])[CH:19]=[CH2:20].CC(C)([O-])C.[K+]. (6) Given the product [NH:1]1[C:9]2[C:4](=[CH:5][CH:6]=[CH:7][C:8]=2[NH:10][C:11]2[C:16]([C:17]#[N:18])=[CH:15][N:14]=[C:13]3[S:19][C:20]([C:23]4[CH:28]=[CH:27][CH:26]=[CH:25][CH:24]=4)=[CH:21][C:12]=23)[CH:3]=[CH:2]1, predict the reactants needed to synthesize it. The reactants are: [NH:1]1[C:9]2[C:4](=[CH:5][CH:6]=[CH:7][C:8]=2[NH:10][C:11]2[C:16]([C:17]#[N:18])=[CH:15][N:14]=[C:13]3[S:19][C:20](I)=[CH:21][C:12]=23)[CH:3]=[CH:2]1.[C:23]1(B(O)O)[CH:28]=[CH:27][CH:26]=[CH:25][CH:24]=1. (7) Given the product [Cl:23][C:7]1[CH:8]=[C:3]([C:1]#[N:2])[C:4]([C:17]([O:19][CH3:20])=[O:18])=[C:5]([C:10]2[CH:11]=[N:12][N:13]([CH2:15][CH3:16])[CH:14]=2)[N:6]=1, predict the reactants needed to synthesize it. The reactants are: [C:1]([C:3]1[CH:8]=[CH:7][N+:6]([O-])=[C:5]([C:10]2[CH:11]=[N:12][N:13]([CH2:15][CH3:16])[CH:14]=2)[C:4]=1[C:17]([O:19][CH3:20])=[O:18])#[N:2].O=P(Cl)(Cl)[Cl:23]. (8) Given the product [NH2:1][C:2]1[CH:7]=[CH:6][C:5]([Cl:8])=[CH:4][C:3]=1[C:9]1[CH:17]=[C:16]2[N:12]([CH:13]([C:18]3[NH:35][C:21]([C:23]4[CH:28]=[CH:27][CH:26]=[CH:25][CH:24]=4)=[CH:20][CH:19]=3)[CH2:14][CH2:15]2)[C:11](=[O:30])[CH:10]=1, predict the reactants needed to synthesize it. The reactants are: [NH2:1][C:2]1[CH:7]=[CH:6][C:5]([Cl:8])=[CH:4][C:3]=1[C:9]1[CH:17]=[C:16]2[N:12]([CH:13]([C:18](=O)[CH2:19][CH2:20][C:21]([C:23]3[CH:28]=[CH:27][CH:26]=[CH:25][CH:24]=3)=O)[CH2:14][CH2:15]2)[C:11](=[O:30])[CH:10]=1.C([O-])(=O)C.[NH4+:35].C(=O)([O-])O.[Na+]. (9) Given the product [Br:1][C:2]1[CH:7]=[CH:6][C:5]([CH2:8][O:11][CH3:10])=[CH:4][N:3]=1, predict the reactants needed to synthesize it. The reactants are: [Br:1][C:2]1[CH:7]=[CH:6][C:5]([CH2:8]Br)=[CH:4][N:3]=1.[CH3:10][O-:11].[Na+]. (10) Given the product [CH2:40]([O:39][C@H:6]1[C@H:5]([OH:4])[C@@H:18]([CH2:19][O:20][CH2:21][C:22]2[CH:23]=[CH:24][CH:25]=[CH:26][CH:27]=2)[O:17][C@@H:8]([O:9][CH2:10][C:11]2[CH:12]=[CH:13][CH:14]=[CH:15][CH:16]=2)[C@@H:7]1[N:28]1[C:32](=[O:33])[C:31]2=[CH:34][CH:35]=[CH:36][CH:37]=[C:30]2[C:29]1=[O:38])[C:41]1[CH:46]=[CH:45][CH:44]=[CH:43][CH:42]=1, predict the reactants needed to synthesize it. The reactants are: C([O:4][C@@H:5]1[C@@H:18]([CH2:19][O:20][CH2:21][C:22]2[CH:27]=[CH:26][CH:25]=[CH:24][CH:23]=2)[O:17][C@@H:8]([O:9][CH2:10][C:11]2[CH:16]=[CH:15][CH:14]=[CH:13][CH:12]=2)[C@H:7]([N:28]2[C:32](=[O:33])[C:31]3=[CH:34][CH:35]=[CH:36][CH:37]=[C:30]3[C:29]2=[O:38])[C@H:6]1[O:39][CH2:40][C:41]1[CH:46]=[CH:45][CH:44]=[CH:43][CH:42]=1)(=O)C.C[O-].[Na+].